The task is: Predict the reactants needed to synthesize the given product.. This data is from Full USPTO retrosynthesis dataset with 1.9M reactions from patents (1976-2016). (1) Given the product [CH2:1]([NH:7][C:8]1[C:9]([NH2:16])=[CH:10][C:11]([CH3:15])=[C:12]([CH3:14])[CH:13]=1)[CH2:2][CH2:3][CH2:4][CH2:5][CH3:6], predict the reactants needed to synthesize it. The reactants are: [CH2:1]([NH:7][C:8]1[CH:13]=[C:12]([CH3:14])[C:11]([CH3:15])=[CH:10][C:9]=1[N+:16]([O-])=O)[CH2:2][CH2:3][CH2:4][CH2:5][CH3:6].[BH4-].[Na+]. (2) Given the product [C:45]([O:31][C@@H:27]1[CH:26]=[CH:25][C@H:24]([N:21]2[C:13]3[N:14]=[C:15]([S:17][CH2:18][CH2:19][CH3:20])[N:16]=[C:11]([NH:10][C@@H:8]4[CH2:9][C@H:7]4[C:1]4[CH:2]=[CH:3][CH:4]=[CH:5][CH:6]=4)[C:12]=3[N:23]=[N:22]2)[C:28]21[CH2:29][CH2:30]2)(=[O:44])[CH3:46], predict the reactants needed to synthesize it. The reactants are: [C:1]1([C@@H:7]2[CH2:9][C@H:8]2[NH:10][C:11]2[C:12]3[N:23]=[N:22][N:21]([C@@H:24]4[C:28]5([CH2:30][CH2:29]5)[C@H:27]([OH:31])[C@@H:26](O)[C@H:25]4O)[C:13]=3[N:14]=[C:15]([S:17][CH2:18][CH2:19][CH3:20])[N:16]=2)[CH:6]=[CH:5][CH:4]=[CH:3][CH:2]=1.C1([C@@H]2C[C@H]2N)C=CC=CC=1.[OH:44][CH:45](C(O)C([O-])=O)[C:46]([O-])=O.C(N(CC)C(C)C)(C)C. (3) Given the product [CH2:1]([NH:3][C:4](=[O:28])[NH:5][C:6]1[N:11]=[CH:10][C:9]([C:12]2[S:13][C:14]([C:23]([OH:25])=[O:24])=[C:15]([C:17](=[O:22])[NH:18][CH2:19][CH2:20][CH3:21])[N:16]=2)=[CH:8][CH:7]=1)[CH3:2], predict the reactants needed to synthesize it. The reactants are: [CH2:1]([NH:3][C:4](=[O:28])[NH:5][C:6]1[N:11]=[CH:10][C:9]([C:12]2[S:13][C:14]([C:23]([O:25]CC)=[O:24])=[C:15]([C:17](=[O:22])[NH:18][CH2:19][CH2:20][CH3:21])[N:16]=2)=[CH:8][CH:7]=1)[CH3:2].[OH-].[Li+]. (4) Given the product [N+:18]([C:15]1[CH:16]=[CH:17][C:12]([O:1][CH2:2][CH2:3][N:4]2[CH:8]=[CH:7][N:6]=[CH:5]2)=[CH:13][CH:14]=1)([O-:20])=[O:19], predict the reactants needed to synthesize it. The reactants are: [OH:1][CH2:2][CH2:3][N:4]1[CH:8]=[CH:7][N:6]=[CH:5]1.[H-].[Na+].F[C:12]1[CH:17]=[CH:16][C:15]([N+:18]([O-:20])=[O:19])=[CH:14][CH:13]=1.O.